From a dataset of NCI-60 drug combinations with 297,098 pairs across 59 cell lines. Regression. Given two drug SMILES strings and cell line genomic features, predict the synergy score measuring deviation from expected non-interaction effect. (1) Drug 1: C1=CC=C(C(=C1)C(C2=CC=C(C=C2)Cl)C(Cl)Cl)Cl. Drug 2: CC1=C(C=C(C=C1)C(=O)NC2=CC(=CC(=C2)C(F)(F)F)N3C=C(N=C3)C)NC4=NC=CC(=N4)C5=CN=CC=C5. Cell line: MALME-3M. Synergy scores: CSS=-2.36, Synergy_ZIP=3.22, Synergy_Bliss=4.25, Synergy_Loewe=0.169, Synergy_HSA=-0.857. (2) Synergy scores: CSS=18.8, Synergy_ZIP=-3.17, Synergy_Bliss=2.02, Synergy_Loewe=-50.0, Synergy_HSA=-5.99. Drug 1: CC1=C(C=C(C=C1)NC(=O)C2=CC=C(C=C2)CN3CCN(CC3)C)NC4=NC=CC(=N4)C5=CN=CC=C5. Drug 2: CCC1=C2CN3C(=CC4=C(C3=O)COC(=O)C4(CC)O)C2=NC5=C1C=C(C=C5)O. Cell line: SW-620. (3) Drug 1: CNC(=O)C1=NC=CC(=C1)OC2=CC=C(C=C2)NC(=O)NC3=CC(=C(C=C3)Cl)C(F)(F)F. Drug 2: CC(C)(C#N)C1=CC(=CC(=C1)CN2C=NC=N2)C(C)(C)C#N. Cell line: SNB-19. Synergy scores: CSS=-6.37, Synergy_ZIP=2.18, Synergy_Bliss=-3.97, Synergy_Loewe=-14.7, Synergy_HSA=-11.4. (4) Drug 1: C1=NC(=NC(=O)N1C2C(C(C(O2)CO)O)O)N. Drug 2: CC12CCC3C(C1CCC2O)C(CC4=C3C=CC(=C4)O)CCCCCCCCCS(=O)CCCC(C(F)(F)F)(F)F. Cell line: CCRF-CEM. Synergy scores: CSS=-2.10, Synergy_ZIP=2.08, Synergy_Bliss=-1.81, Synergy_Loewe=-10.7, Synergy_HSA=-7.45.